Dataset: Catalyst prediction with 721,799 reactions and 888 catalyst types from USPTO. Task: Predict which catalyst facilitates the given reaction. Reactant: [F:1][C:2]1[CH:3]=[N:4][C:5]([C:8]2[CH:13]=[CH:12][C:11]([N:14]3[CH2:19][CH2:18][N:17]([C:20](=[O:65])[CH2:21][N:22]4[CH2:26][CH2:25][CH:24]([C:27]5[N:36]=[CH:35][C:34]6[CH:33]=[C:32]7[N:37](C(C8C=CC=CC=8)(C8C=CC=CC=8)C8C=CC=CC=8)[N:38]=[C:39]([C:40]8[CH:45]=[CH:44][N:43]=[CH:42][CH:41]=8)[C:31]7=[CH:30][C:29]=6[N:28]=5)[CH2:23]4)[CH2:16][CH2:15]3)=[CH:10][CH:9]=2)=[N:6][CH:7]=1.FC(F)(F)C(O)=O. Product: [F:1][C:2]1[CH:3]=[N:4][C:5]([C:8]2[CH:13]=[CH:12][C:11]([N:14]3[CH2:15][CH2:16][N:17]([C:20](=[O:65])[CH2:21][N:22]4[CH2:26][CH2:25][CH:24]([C:27]5[N:36]=[CH:35][C:34]6[CH:33]=[C:32]7[NH:37][N:38]=[C:39]([C:40]8[CH:41]=[CH:42][N:43]=[CH:44][CH:45]=8)[C:31]7=[CH:30][C:29]=6[N:28]=5)[CH2:23]4)[CH2:18][CH2:19]3)=[CH:10][CH:9]=2)=[N:6][CH:7]=1. The catalyst class is: 4.